Dataset: Catalyst prediction with 721,799 reactions and 888 catalyst types from USPTO. Task: Predict which catalyst facilitates the given reaction. (1) Reactant: [F:1][C:2]1[CH:3]=[C:4]([CH:15]=[CH:16][CH:17]=1)[CH2:5][N:6]1[C:11]([CH3:12])=[CH:10][C:9]([OH:13])=[CH:8][C:7]1=[O:14].C1C(=O)N([Br:25])C(=O)C1. Product: [Br:25][C:8]1[C:7](=[O:14])[N:6]([CH2:5][C:4]2[CH:15]=[CH:16][CH:17]=[C:2]([F:1])[CH:3]=2)[C:11]([CH3:12])=[CH:10][C:9]=1[OH:13]. The catalyst class is: 4. (2) Reactant: C(N(CC)CC)C.[CH:8]([C:10]1[C:18]2[C:13](=[CH:14][CH:15]=[CH:16][CH:17]=2)[N:12](C(OC(C)(C)C)=O)[CH:11]=1)=[O:9].[F:26][C:27]1[N:32]=[CH:31][C:30]([CH:33]=[N:34][C:35]2[CH:36]=[C:37]([CH2:43][OH:44])[CH:38]=[C:39]([O:41][CH3:42])[CH:40]=2)=[CH:29][CH:28]=1. Product: [F:26][C:27]1[N:32]=[CH:31][C:30]([CH:33]([NH:34][C:35]2[CH:40]=[C:39]([O:41][CH3:42])[CH:38]=[C:37]([CH2:43][OH:44])[CH:36]=2)[C:8]([C:10]2[C:18]3[C:13](=[CH:14][CH:15]=[CH:16][CH:17]=3)[NH:12][CH:11]=2)=[O:9])=[CH:29][CH:28]=1. The catalyst class is: 433.